This data is from Catalyst prediction with 721,799 reactions and 888 catalyst types from USPTO. The task is: Predict which catalyst facilitates the given reaction. (1) Reactant: [H-].[Na+].[CH2:3]([C:7]1[NH:8][C:9]2[C:14]([CH:15]=1)=[CH:13][CH:12]=[CH:11][CH:10]=2)[CH2:4][CH2:5][CH3:6].[CH3:16]I.Cl. Product: [CH2:3]([C:7]1[N:8]([CH3:16])[C:9]2[C:14]([CH:15]=1)=[CH:13][CH:12]=[CH:11][CH:10]=2)[CH2:4][CH2:5][CH3:6]. The catalyst class is: 39. (2) Reactant: [N:1]1([CH2:6][CH2:7][CH2:8][O:9][C:10]2[CH:15]=[CH:14][C:13]([C:16]3([C:22]#[N:23])[CH2:21][CH2:20][O:19][CH2:18][CH2:17]3)=[CH:12][CH:11]=2)[CH2:5][CH2:4][CH2:3][CH2:2]1.C(OCC)(=[O:26])C. The catalyst class is: 6. Product: [N:1]1([CH2:6][CH2:7][CH2:8][O:9][C:10]2[CH:15]=[CH:14][C:13]([C:16]3([C:22]([NH2:23])=[O:26])[CH2:17][CH2:18][O:19][CH2:20][CH2:21]3)=[CH:12][CH:11]=2)[CH2:5][CH2:4][CH2:3][CH2:2]1. (3) Reactant: [C:1]([C:3]1[CH:4]=[C:5]([CH:23]=[CH:24][CH:25]=1)[C:6]([NH:8][C:9]1[C:13]2[CH:14]=[C:15]([F:19])[CH:16]=[C:17]([F:18])[C:12]=2[O:11][C:10]=1[C:20]([NH2:22])=[O:21])=[O:7])#[N:2].[N-:26]=[N+:27]=[N-:28].[Na+].CN1CCCC1=O.Cl. Product: [F:19][C:15]1[CH:16]=[C:17]([F:18])[C:12]2[O:11][C:10]([C:20]([NH2:22])=[O:21])=[C:9]([NH:8][C:6](=[O:7])[C:5]3[CH:23]=[CH:24][CH:25]=[C:3]([C:1]4[NH:28][N:27]=[N:26][N:2]=4)[CH:4]=3)[C:13]=2[CH:14]=1. The catalyst class is: 6. (4) Reactant: [F:1][C:2]1[CH:7]=[CH:6][C:5]([CH2:8][C:9]([OH:11])=O)=[CH:4][CH:3]=1.S(Cl)(Cl)=O.[NH:16]1[CH2:21][CH2:20][CH2:19][CH2:18][CH2:17]1. Product: [F:1][C:2]1[CH:3]=[CH:4][C:5]([CH2:8][C:9]([N:16]2[CH2:21][CH2:20][CH2:19][CH2:18][CH2:17]2)=[O:11])=[CH:6][CH:7]=1. The catalyst class is: 11. (5) Reactant: [OH-].[Na+].[Si:3]([O:10][CH2:11][C:12]1[N:16]([CH2:17][C:18]([C:20]2[CH:25]=[CH:24][C:23]([Cl:26])=[CH:22][CH:21]=2)=[O:19])[C:15]([C:27]([O:29]C)=[O:28])=[CH:14][CH:13]=1)([C:6]([CH3:9])([CH3:8])[CH3:7])([CH3:5])[CH3:4]. Product: [Si:3]([O:10][CH2:11][C:12]1[N:16]([CH2:17][C:18]([C:20]2[CH:25]=[CH:24][C:23]([Cl:26])=[CH:22][CH:21]=2)=[O:19])[C:15]([C:27]([OH:29])=[O:28])=[CH:14][CH:13]=1)([C:6]([CH3:9])([CH3:8])[CH3:7])([CH3:5])[CH3:4]. The catalyst class is: 12.